This data is from Forward reaction prediction with 1.9M reactions from USPTO patents (1976-2016). The task is: Predict the product of the given reaction. (1) Given the reactants [OH:1][CH:2]1[CH2:7][CH2:6][NH:5][CH2:4][CH2:3]1.Br[CH2:9][CH2:10][CH2:11][CH2:12][CH2:13]Br.[F:15][C:16]1[CH:21]=[CH:20][C:19]([CH2:22][C:23](Cl)=[O:24])=[CH:18][CH:17]=1.[CH3:26][O:27][CH2:28][CH2:29][NH:30][CH3:31], predict the reaction product. The product is: [F:15][C:16]1[CH:21]=[CH:20][C:19]([CH2:22][C:23]([N:5]2[CH2:6][CH2:7][CH:2]([O:1][CH2:9][CH2:10][CH2:11][CH2:12][CH2:13][N:30]([CH2:29][CH2:28][O:27][CH3:26])[CH3:31])[CH2:3][CH2:4]2)=[O:24])=[CH:18][CH:17]=1. (2) Given the reactants [CH2:1]([C:4]1[CH:9]=[C:8]([Cl:10])[CH:7]=[C:6]([C:11]([CH3:14])([CH3:13])[CH3:12])[C:5]=1[OH:15])[CH:2]=[CH2:3].ClC1C=C(C=CC=1)C(OO)=O.C(=O)([O-])[O-].[K+].[K+].ClC1C2OC(CO)CC=2C(C(F)(F)F)=CC=1.C(C1C2OC(CO)CC=2C=C(Cl)C=1)(C)(C)C.C1(C)C=CC(S(Cl)(=O)=O)=CC=1.[CH3:76][C:77]1[CH:82]=[CH:81][C:80]([S:83]([O:86]CC2CC3C(C(F)(F)F)=CC=C(Cl)C=3O2)(=[O:85])=[O:84])=[CH:79][CH:78]=1, predict the reaction product. The product is: [CH3:76][C:77]1[CH:78]=[CH:79][C:80]([S:83]([O:86][CH2:3][CH:2]2[CH2:1][C:4]3[CH:9]=[C:8]([Cl:10])[CH:7]=[C:6]([C:11]([CH3:14])([CH3:13])[CH3:12])[C:5]=3[O:15]2)(=[O:85])=[O:84])=[CH:81][CH:82]=1. (3) Given the reactants C(OC([N:8]1[CH2:12][C@@H:11]([CH2:13][N:14]([CH:31]([CH3:33])[CH3:32])[C:15](=[O:30])[C:16]2[CH:21]=[CH:20][C:19]([O:22][CH3:23])=[C:18]([O:24][CH2:25][CH2:26][CH2:27][O:28][CH3:29])[CH:17]=2)[C@H:10](O)[CH2:9]1)=O)(C)(C)C.[N:35]([C:38]1[CH:43]=[CH:42][CH:41]=[C:40]([O:44][CH3:45])[CH:39]=1)=[C:36]=[O:37].CC#N.[OH2:49].CC#N, predict the reaction product. The product is: [CH:31]([N:14]([CH2:13][C@@H:11]1[CH2:12][NH:8][CH2:9][C@H:10]1[O:37][C:36](=[O:49])[NH:35][C:38]1[CH:43]=[CH:42][CH:41]=[C:40]([O:44][CH3:45])[CH:39]=1)[C:15](=[O:30])[C:16]1[CH:21]=[CH:20][C:19]([O:22][CH3:23])=[C:18]([O:24][CH2:25][CH2:26][CH2:27][O:28][CH3:29])[CH:17]=1)([CH3:33])[CH3:32]. (4) Given the reactants Br[C:2]1[CH:3]=[C:4]([CH:27]=[CH:28][CH:29]=1)[O:5][C@H:6]([C:8]1[CH:26]=[CH:25][C:11]([C:12]([NH:14][CH2:15][C:16]2[C:17]([OH:24])=[N:18][C:19]([CH3:23])=[CH:20][C:21]=2[CH3:22])=[O:13])=[CH:10][CH:9]=1)[CH3:7].CC1(C)C(C)(C)OB([C:38]2[CH:39]=[N:40][C:41]([NH2:44])=[N:42][CH:43]=2)O1.C(=O)([O-])[O-].[Na+].[Na+], predict the reaction product. The product is: [NH2:44][C:41]1[N:42]=[CH:43][C:38]([C:2]2[CH:3]=[C:4]([CH:27]=[CH:28][CH:29]=2)[O:5][C@H:6]([C:8]2[CH:26]=[CH:25][C:11]([C:12]([NH:14][CH2:15][C:16]3[C:17]([OH:24])=[N:18][C:19]([CH3:23])=[CH:20][C:21]=3[CH3:22])=[O:13])=[CH:10][CH:9]=2)[CH3:7])=[CH:39][N:40]=1.